This data is from Reaction yield outcomes from USPTO patents with 853,638 reactions. The task is: Predict the reaction yield, written as a fraction of the theoretical maximum amount of product (1.0 means a 100% yield; for example, 0.34 means a 34% yield). (1) The reactants are [OH-].[Na+].C[O:4][C:5]([C:7]1[CH:17]=[C:16]([O:18][C:19]2[CH:24]=[CH:23][C:22]([C:25]([N:27]3[CH2:30][CH2:29][CH2:28]3)=[O:26])=[CH:21][CH:20]=2)[C:10]2[CH2:11][C:12]([CH3:15])([CH3:14])[O:13][C:9]=2[CH:8]=1)=[O:6]. The catalyst is CO. The product is [N:27]1([C:25]([C:22]2[CH:21]=[CH:20][C:19]([O:18][C:16]3[C:10]4[CH2:11][C:12]([CH3:15])([CH3:14])[O:13][C:9]=4[CH:8]=[C:7]([C:5]([OH:6])=[O:4])[CH:17]=3)=[CH:24][CH:23]=2)=[O:26])[CH2:30][CH2:29][CH2:28]1. The yield is 0.740. (2) The product is [C:12]([O:11][C:9]([C@@H:8]([N:6]1[C:5](=[O:18])[CH2:4][CH:3]([CH:2]=[O:1])[CH2:7]1)[CH2:16][CH3:17])=[O:10])([CH3:15])([CH3:13])[CH3:14]. The yield is 0.410. The catalyst is C(Cl)Cl.N1C=CC=CC=1. The reactants are [OH:1][CH2:2][CH:3]1[CH2:7][N:6]([C@@H:8]([CH2:16][CH3:17])[C:9]([O:11][C:12]([CH3:15])([CH3:14])[CH3:13])=[O:10])[C:5](=[O:18])[CH2:4]1.